The task is: Predict the product of the given reaction.. This data is from Forward reaction prediction with 1.9M reactions from USPTO patents (1976-2016). (1) Given the reactants [I-].[CH3:2][N+:3]1[CH:8]=[CH:7][C:6]([N:9]2[CH2:13][CH2:12][CH2:11][CH2:10]2)=[CH:5][CH:4]=1.[OH-:14], predict the reaction product. The product is: [OH-:14].[CH3:2][N+:3]1[CH:4]=[CH:5][C:6]([N:9]2[CH2:13][CH2:12][CH2:11][CH2:10]2)=[CH:7][CH:8]=1. (2) Given the reactants [CH3:1][O:2][C:3]1[CH:4]=[C:5]([C:9]2[C:14]([O:15][CH3:16])=[CH:13][CH:12]=[C:11]([C:17]([NH:19][C:20]3[CH:25]=[CH:24][C:23]([C:26]4[CH:31]=[CH:30][C:29]([O:32][CH:33]5[CH2:38][CH2:37][N:36]([CH3:39])[CH2:35][CH2:34]5)=[CH:28][CH:27]=4)=[CH:22][C:21]=3[N+:40]([O-])=O)=[O:18])[CH:10]=2)[CH:6]=[CH:7][CH:8]=1, predict the reaction product. The product is: [NH2:40][C:21]1[CH:22]=[C:23]([C:26]2[CH:31]=[CH:30][C:29]([O:32][CH:33]3[CH2:34][CH2:35][N:36]([CH3:39])[CH2:37][CH2:38]3)=[CH:28][CH:27]=2)[CH:24]=[CH:25][C:20]=1[NH:19][C:17]([C:11]1[CH:10]=[C:9]([C:5]2[CH:6]=[CH:7][CH:8]=[C:3]([O:2][CH3:1])[CH:4]=2)[C:14]([O:15][CH3:16])=[CH:13][CH:12]=1)=[O:18]. (3) Given the reactants [N:1]1[CH:6]=[CH:5][N:4]=[CH:3][C:2]=1[C:7]1[N:8]=[CH:9][S:10][C:11]=1[NH2:12].Cl.[CH:14]1[C:23]2[C:18](=[C:19]([CH2:24][C:25](O)=[O:26])[CH:20]=[CH:21][CH:22]=2)[CH:17]=[CH:16][N:15]=1, predict the reaction product. The product is: [CH:14]1[C:23]2[C:18](=[C:19]([CH2:24][C:25]([NH:12][C:11]3[S:10][CH:9]=[N:8][C:7]=3[C:2]3[CH:3]=[N:4][CH:5]=[CH:6][N:1]=3)=[O:26])[CH:20]=[CH:21][CH:22]=2)[CH:17]=[CH:16][N:15]=1. (4) Given the reactants [CH2:1]([NH:8][CH2:9][C:10]1[CH:15]=[CH:14][CH:13]=[CH:12][CH:11]=1)[C:2]1[CH:7]=[CH:6][CH:5]=[CH:4][CH:3]=1.[Cl:16][C:17]1[C:22]([N+:23]([O-:25])=[O:24])=[C:21](Cl)[N:20]=[CH:19][N:18]=1.C(N(CC)CC)C.O, predict the reaction product. The product is: [CH2:9]([N:8]([CH2:1][C:2]1[CH:7]=[CH:6][CH:5]=[CH:4][CH:3]=1)[C:21]1[C:22]([N+:23]([O-:25])=[O:24])=[C:17]([Cl:16])[N:18]=[CH:19][N:20]=1)[C:10]1[CH:15]=[CH:14][CH:13]=[CH:12][CH:11]=1. (5) Given the reactants [C:1]([C:3]1[CH:12]=[CH:11][C:6]([C:7]([O:9][CH3:10])=[O:8])=[C:5]([CH3:13])[N:4]=1)#[N:2].C(C1C=C(CN)C=CN=1)(C)C, predict the reaction product. The product is: [NH2:2][CH2:1][C:3]1[CH:12]=[CH:11][C:6]([C:7]([O:9][CH3:10])=[O:8])=[C:5]([CH3:13])[N:4]=1. (6) Given the reactants [N:1]1([CH2:7][CH2:8][NH2:9])[CH2:6][CH2:5][O:4][CH2:3][CH2:2]1.Cl[C:11]1[N:16]=[CH:15][C:14]2[C:17](=[C:22]3[C:30]4[C:25](=[CH:26][CH:27]=[C:28]([F:31])[CH:29]=4)[NH:24][C:23]3=[O:32])[O:18][CH:19]([CH2:20][CH3:21])[C:13]=2[CH:12]=1.O, predict the reaction product. The product is: [CH2:20]([CH:19]1[C:13]2[CH:12]=[C:11]([NH:9][CH2:8][CH2:7][N:1]3[CH2:6][CH2:5][O:4][CH2:3][CH2:2]3)[N:16]=[CH:15][C:14]=2[C:17](=[C:22]2[C:30]3[C:25](=[CH:26][CH:27]=[C:28]([F:31])[CH:29]=3)[NH:24][C:23]2=[O:32])[O:18]1)[CH3:21]. (7) Given the reactants C(N(CC)CC)C.[CH3:8][O:9][C:10](=[O:25])[CH2:11][CH:12]1[CH2:17][CH2:16][CH:15]([C:18]2[CH:23]=[CH:22][C:21]([OH:24])=[CH:20][CH:19]=2)[CH2:14][CH2:13]1.[F:26][C:27]([F:33])([F:32])[S:28](O)(=[O:30])=[O:29].O, predict the reaction product. The product is: [CH3:8][O:9][C:10](=[O:25])[CH2:11][CH:12]1[CH2:13][CH2:14][CH:15]([C:18]2[CH:19]=[CH:20][C:21]([O:24][S:28]([C:27]([F:33])([F:32])[F:26])(=[O:30])=[O:29])=[CH:22][CH:23]=2)[CH2:16][CH2:17]1. (8) The product is: [CH:22]1([CH2:21][NH:20][C:18]2[C:19]3[C:11]([C:9](=[O:10])[C:4]4[C:5]([F:8])=[CH:6][CH:7]=[C:2]([NH:1][S:28](=[O:30])(=[O:29])[N:27]([CH3:32])[CH3:26])[C:3]=4[F:25])=[CH:12][NH:13][C:14]=3[N:15]=[CH:16][N:17]=2)[CH2:23][CH2:24]1. Given the reactants [NH2:1][C:2]1[C:3]([F:25])=[C:4]([C:9]([C:11]2[C:19]3[C:18]([NH:20][CH2:21][CH:22]4[CH2:24][CH2:23]4)=[N:17][CH:16]=[N:15][C:14]=3[NH:13][CH:12]=2)=[O:10])[C:5]([F:8])=[CH:6][CH:7]=1.[CH3:26][N:27]([CH3:32])[S:28](Cl)(=[O:30])=[O:29], predict the reaction product. (9) Given the reactants [CH3:1][O:2][C:3]1[CH:4]=[CH:5][CH:6]=[C:7]2[C:12]=1[N:11]=[CH:10][CH:9]=[C:8]2[C:13]([OH:15])=[O:14].[C:16](Cl)(=O)C(Cl)=O, predict the reaction product. The product is: [CH3:1][O:2][C:3]1[CH:4]=[CH:5][CH:6]=[C:7]2[C:12]=1[N:11]=[CH:10][CH:9]=[C:8]2[C:13]([O:15][CH3:16])=[O:14].